From a dataset of Full USPTO retrosynthesis dataset with 1.9M reactions from patents (1976-2016). Predict the reactants needed to synthesize the given product. (1) Given the product [F:11][C:12]1[CH:17]=[CH:16][CH:15]=[CH:14][C:13]=1[C:18]1[CH:19]=[N:20][C:21]([N:24]2[C:32]3[C:27](=[CH:28][CH:29]=[C:30]([C:33]([N:39]4[CH2:40][CH2:41][CH2:42][O:37][CH2:38]4)=[O:34])[CH:31]=3)[C:26]([CH3:36])=[CH:25]2)=[N:22][CH:23]=1, predict the reactants needed to synthesize it. The reactants are: ON1C2N=CC=CC=2N=N1.[F:11][C:12]1[CH:17]=[CH:16][CH:15]=[CH:14][C:13]=1[C:18]1[CH:19]=[N:20][C:21]([N:24]2[C:32]3[C:27](=[CH:28][CH:29]=[C:30]([C:33](O)=[O:34])[CH:31]=3)[C:26]([CH3:36])=[CH:25]2)=[N:22][CH:23]=1.[O:37]1[CH2:42][CH2:41][CH2:40][NH:39][CH2:38]1.C(N(C(C)C)CC)(C)C. (2) Given the product [CH3:10][N:9]1[C:5]2[CH:4]=[C:3]([NH:14][C:15](=[O:20])[C:16]([F:19])([F:18])[F:17])[C:2]([O:34][C:35]3[CH:36]=[C:37]([CH:46]=[CH:47][CH:48]=3)[O:38][CH2:39][CH2:40][CH2:41][C:42]([O:44][CH3:45])=[O:43])=[CH:13][C:6]=2[N:7]([CH3:12])[C:8]1=[O:11], predict the reactants needed to synthesize it. The reactants are: Br[C:2]1[C:3]([NH:14][C:15](=[O:20])[C:16]([F:19])([F:18])[F:17])=[CH:4][C:5]2[N:9]([CH3:10])[C:8](=[O:11])[N:7]([CH3:12])[C:6]=2[CH:13]=1.C([O-])([O-])=O.[Cs+].[Cs+].CN(C)CC(O)=O.[OH:34][C:35]1[CH:36]=[C:37]([CH:46]=[CH:47][CH:48]=1)[O:38][CH2:39][CH2:40][CH2:41][C:42]([O:44][CH3:45])=[O:43]. (3) Given the product [F:1][C:2]([F:30])([F:29])[C:3]1[CH:8]=[C:7]([C:9]([F:12])([F:11])[F:10])[CH:6]=[CH:5][C:4]=1[C:13]1[CH:17]=[C:16]([CH2:18][N:19]2[CH:24]=[C:23]3[N:25]=[C:26]([C:36]4[CH:35]=[CH:34][CH:33]=[C:32]([F:31])[CH:37]=4)[N:27]=[C:22]3[CH:21]=[N:20]2)[O:15][N:14]=1, predict the reactants needed to synthesize it. The reactants are: [F:1][C:2]([F:30])([F:29])[C:3]1[CH:8]=[C:7]([C:9]([F:12])([F:11])[F:10])[CH:6]=[CH:5][C:4]=1[C:13]1[CH:17]=[C:16]([CH2:18][N:19]2[CH:24]=[C:23]3[N:25]=[C:26](Br)[N:27]=[C:22]3[CH:21]=[N:20]2)[O:15][N:14]=1.[F:31][C:32]1[CH:33]=[C:34](B(O)O)[CH:35]=[CH:36][CH:37]=1. (4) Given the product [Br:1][C:2]1[CH:7]=[C:6]2[C:5](=[C:4]([CH3:10])[CH:3]=1)[NH:8][CH:11]=[C:12]2[CH3:13], predict the reactants needed to synthesize it. The reactants are: [Br:1][C:2]1[CH:7]=[CH:6][C:5]([NH:8]N)=[C:4]([CH3:10])[CH:3]=1.[CH:11](=O)[CH2:12][CH3:13]. (5) Given the product [CH3:26][S:27]([O:6][CH2:5][CH:4]([C:1]([CH3:3])=[CH2:2])[CH2:7][CH:8]=[C:9]([CH3:11])[CH3:10])(=[O:29])=[O:28], predict the reactants needed to synthesize it. The reactants are: [C:1]([CH:4]([CH2:7][CH:8]=[C:9]([CH3:11])[CH3:10])[CH2:5][OH:6])([CH3:3])=[CH2:2].C1(C)C=CC=CC=1.C(N(CC)CC)C.[CH3:26][S:27](Cl)(=[O:29])=[O:28]. (6) Given the product [CH:14]1[C:10]2[C:11](=[O:12])[NH:1][C:2]3[CH:7]=[CH:6][CH:5]=[CH:4][C:3]=3[S:8][C:9]=2[CH:17]=[CH:16][CH:15]=1, predict the reactants needed to synthesize it. The reactants are: [NH2:1][C:2]1[CH:7]=[CH:6][CH:5]=[CH:4][C:3]=1[S:8][C:9]1[CH:17]=[CH:16][CH:15]=[CH:14][C:10]=1[C:11](O)=[O:12].CCN=C=NCCCN(C)C.C(N(CC)CC)C.C1C=CC2N(O)N=NC=2C=1. (7) Given the product [CH2:11]([O:13][C:14]([N:16]1[CH2:23][CH:22]2[CH:18]([CH2:19][C:20]3[C:26]([CH3:27])=[C:25]([Cl:29])[S:24][C:21]=32)[CH2:17]1)=[O:15])[CH3:12], predict the reactants needed to synthesize it. The reactants are: [Cl-].[Al+3].[Cl-].[Cl-].C(NB)(C)(C)C.[CH2:11]([O:13][C:14]([N:16]1[CH2:23][CH:22]2[CH:18]([CH2:19][C:20]3[C:26]([CH2:27]O)=[C:25]([Cl:29])[S:24][C:21]=32)[CH2:17]1)=[O:15])[CH3:12].[OH-].[Na+].